This data is from Full USPTO retrosynthesis dataset with 1.9M reactions from patents (1976-2016). The task is: Predict the reactants needed to synthesize the given product. (1) The reactants are: [F:1][C:2]1[CH:7]=[C:6]([NH2:8])[CH:5]=[CH:4][C:3]=1[NH:9][CH2:10][CH2:11][CH2:12][CH:13]1[CH2:17][CH2:16][CH2:15][O:14]1.[C:18]([CH:21]=[C:22]=[O:23])(=[O:20])[CH3:19]. Given the product [F:1][C:2]1[CH:7]=[C:6]([NH:8][C:22](=[O:23])[CH2:21][C:18](=[O:20])[CH3:19])[CH:5]=[CH:4][C:3]=1[NH:9][CH2:10][CH2:11][CH2:12][CH:13]1[CH2:17][CH2:16][CH2:15][O:14]1, predict the reactants needed to synthesize it. (2) Given the product [Br:1][C:2]1[C:3]([O:24][CH2:25][CH3:29])=[N:4][C:5]([NH:8][C:9]2[CH:14]=[CH:13][C:12]([S:15]([CH2:23][CH3:30])(=[NH:17])=[O:16])=[CH:11][CH:10]=2)=[N:6][CH:7]=1, predict the reactants needed to synthesize it. The reactants are: [Br:1][C:2]1[C:3]([O:24][C@H:25]([CH3:29])[C@H](O)C)=[N:4][C:5]([NH:8][C:9]2[CH:14]=[CH:13][C:12]([S:15]([CH3:23])(=[N:17]C(OCC)=O)=[O:16])=[CH:11][CH:10]=2)=[N:6][CH:7]=1.[CH3:30]C[O-].[Na+].[Na+].[Cl-].